Predict the product of the given reaction. From a dataset of Forward reaction prediction with 1.9M reactions from USPTO patents (1976-2016). Given the reactants CN(C)C=O.Br[C:7]1[CH:14]=[CH:13][C:10]([C:11]#[N:12])=[C:9]([F:15])[CH:8]=1.[CH3:16][C:17]([CH3:40])([CH2:22][O:23][C:24]1[CH:29]=[C:28]([CH3:30])[C:27](B2OC(C)(C)C(C)(C)O2)=[CH:26][N:25]=1)[C:18]([O:20][CH3:21])=[O:19].C(=O)([O-])[O-].[Na+].[Na+], predict the reaction product. The product is: [C:11]([C:10]1[CH:13]=[CH:14][C:7]([C:27]2[C:28]([CH3:30])=[CH:29][C:24]([O:23][CH2:22][C:17]([CH3:16])([CH3:40])[C:18]([O:20][CH3:21])=[O:19])=[N:25][CH:26]=2)=[CH:8][C:9]=1[F:15])#[N:12].